From a dataset of CYP2C9 inhibition data for predicting drug metabolism from PubChem BioAssay. Regression/Classification. Given a drug SMILES string, predict its absorption, distribution, metabolism, or excretion properties. Task type varies by dataset: regression for continuous measurements (e.g., permeability, clearance, half-life) or binary classification for categorical outcomes (e.g., BBB penetration, CYP inhibition). Dataset: cyp2c9_veith. (1) The drug is COC(=O)[C@@]1(Cc2ccc(OC)cc2)[C@H]2c3cc(C(=O)N(C)C)n(Cc4ccc(C)o4)c3C[C@H]2CN1C(=O)c1ccccc1. The result is 1 (inhibitor). (2) The drug is Cc1nn(C(=O)c2cccnc2)c(C)c1Sc1ccc(Br)cc1. The result is 1 (inhibitor). (3) The drug is CC(C)OC(=O)CN1CCN(C2c3ccccc3-c3ccccc32)CC1. The result is 1 (inhibitor). (4) The compound is COc1cccc(C(=O)n2c(SC)nc3cc4c(cc32)OCCO4)c1. The result is 1 (inhibitor). (5) The compound is CC(=O)NC1=NC(=O)C(C)S1. The result is 0 (non-inhibitor). (6) The molecule is COc1cccc(C2c3c(-c4ccccc4)n[nH]c3C(=O)N2c2ccc(C(=O)O)cc2)c1. The result is 1 (inhibitor). (7) The molecule is c1ccc(Nc2nc(-c3cccnc3)nc3ccccc23)cc1. The result is 0 (non-inhibitor). (8) The compound is CC1(C)S[C@@H]2[C@H](NC(=O)Cc3ccccc3)C(=O)N2[C@@H]1C(=O)O. The result is 0 (non-inhibitor). (9) The compound is Cc1cccc(C)c1NC(=O)c1cc2c(=O)c3ccccc3oc2nc1C(F)(F)F. The result is 0 (non-inhibitor).